Dataset: Retrosynthesis with 50K atom-mapped reactions and 10 reaction types from USPTO. Task: Predict the reactants needed to synthesize the given product. (1) The reactants are: CC[Si](CC)(CC)O[C@@H](CI)c1ccc(F)c(NS(C)(=O)=O)c1.OCCNCc1ccccc1. Given the product CC[Si](CC)(CC)O[C@@H](CN(CCO)Cc1ccccc1)c1ccc(F)c(NS(C)(=O)=O)c1, predict the reactants needed to synthesize it. (2) Given the product O=Cc1ccc2ccccc2c1F, predict the reactants needed to synthesize it. The reactants are: CN(C)C=O.Fc1cccc2ccccc12. (3) Given the product CNCc1ccc(CN2c3ccccc3N(c3ccccc3F)S2(=O)=O)cc1, predict the reactants needed to synthesize it. The reactants are: CN.O=S1(=O)N(Cc2ccc(CBr)cc2)c2ccccc2N1c1ccccc1F. (4) Given the product NCCN1C[C@@H](OCc2ccccc2)[C@H](OCc2ccccc2)[C@H]1COCc1ccccc1, predict the reactants needed to synthesize it. The reactants are: O=C1c2ccccc2C(=O)N1CCN1C[C@@H](OCc2ccccc2)[C@H](OCc2ccccc2)[C@H]1COCc1ccccc1. (5) Given the product C=CC(O)c1cccc(Cl)c1O, predict the reactants needed to synthesize it. The reactants are: C=C[Mg+].O=Cc1cccc(Cl)c1O. (6) The reactants are: COc1ccc(CCl)cc1.O=[N+]([O-])c1cccc2[nH]nc(I)c12. Given the product COc1ccc(Cn2nc(I)c3c([N+](=O)[O-])cccc32)cc1, predict the reactants needed to synthesize it. (7) The reactants are: CC1(C)C(=O)N(CCN)c2cc3[nH]c(-c4n[nH]c5ccccc45)nc3cc21.O=C(O)c1ccccc1. Given the product CC1(C)C(=O)N(CCNC(=O)c2ccccc2)c2cc3[nH]c(-c4n[nH]c5ccccc45)nc3cc21, predict the reactants needed to synthesize it. (8) Given the product CC(C)(C)OC(=O)N[C@H]1CC[C@@H](Nc2cccc3nc(Nc4ccc(C#N)cc4)nn23)CC1, predict the reactants needed to synthesize it. The reactants are: CC(C)(C)OC(=O)N[C@H]1CC[C@@H](N)CC1.N#Cc1ccc(Nc2nc3cccc(Br)n3n2)cc1. (9) Given the product CCOC(=O)c1c(OC)ccnc1Cl, predict the reactants needed to synthesize it. The reactants are: CCOC(=O)c1c(Br)ccnc1Cl.C[O-].